From a dataset of Full USPTO retrosynthesis dataset with 1.9M reactions from patents (1976-2016). Predict the reactants needed to synthesize the given product. (1) Given the product [C:21]([O:20][C:18]([NH:17][C:16]1[CH:15]=[CH:14][C:4]([O:5][CH2:6][CH2:7][CH2:8][C:9]([O:11][CH2:12][CH3:13])=[O:10])=[CH:3][C:2]=1[NH:1][CH2:28][C:27]1[CH:30]=[CH:31][C:32]([Cl:34])=[CH:33][C:26]=1[Cl:25])=[O:19])([CH3:23])([CH3:22])[CH3:24], predict the reactants needed to synthesize it. The reactants are: [NH2:1][C:2]1[CH:3]=[C:4]([CH:14]=[CH:15][C:16]=1[NH:17][C:18]([O:20][C:21]([CH3:24])([CH3:23])[CH3:22])=[O:19])[O:5][CH2:6][CH2:7][CH2:8][C:9]([O:11][CH2:12][CH3:13])=[O:10].[Cl:25][C:26]1[CH:33]=[C:32]([Cl:34])[CH:31]=[CH:30][C:27]=1[CH2:28]Cl.C([O-])([O-])=O.[K+].[K+].[Na+].[I-].[NH4+].[Cl-]. (2) Given the product [CH2:1]([N:5]1[CH2:10][CH2:9][CH2:8][CH2:7][CH2:6]1)[C:2]#[CH:3], predict the reactants needed to synthesize it. The reactants are: [CH2:1](Cl)[C:2]#[CH:3].[NH:5]1[CH2:10][CH2:9][CH2:8][CH2:7][CH2:6]1.